This data is from Forward reaction prediction with 1.9M reactions from USPTO patents (1976-2016). The task is: Predict the product of the given reaction. (1) Given the reactants [F:1][C:2]1[CH:7]=[C:6]([CH3:8])[C:5]([O:9][C:10]2[N:15]=[C:14]([C:16]3[CH:17]=[N:18][N:19]([CH3:21])[CH:20]=3)[CH:13]=[CH:12][N:11]=2)=[CH:4][C:3]=1[NH2:22].[C:23](Cl)(=[O:28])[O:24][C:25]([CH3:27])=[CH2:26], predict the reaction product. The product is: [F:1][C:2]1[CH:7]=[C:6]([CH3:8])[C:5]([O:9][C:10]2[N:15]=[C:14]([C:16]3[CH:17]=[N:18][N:19]([CH3:21])[CH:20]=3)[CH:13]=[CH:12][N:11]=2)=[CH:4][C:3]=1[NH:22][C:23](=[O:28])[O:24][C:25]([CH3:27])=[CH2:26]. (2) Given the reactants [Cl:1][C:2]1[N:7]=[C:6]2[N:8]=[N:9][NH:10][C:5]2=[CH:4][CH:3]=1.[CH3:11][C:12]1([CH3:15])[CH2:14][O:13]1.CC(C)([O-])C.[K+], predict the reaction product. The product is: [Cl:1][C:2]1[N:7]=[C:6]2[N:8]=[N:9][N:10]([CH2:11][C:12]([CH3:15])([OH:13])[CH3:14])[C:5]2=[CH:4][CH:3]=1. (3) Given the reactants [N+:1]([C:4]1[CH:12]=[CH:11][C:10]([N:13]2[CH2:18][CH2:17][O:16][CH2:15][CH2:14]2)=[CH:9][C:5]=1[C:6]([OH:8])=[O:7])([O-])=O.C1CCCCC=1, predict the reaction product. The product is: [NH2:1][C:4]1[CH:12]=[CH:11][C:10]([N:13]2[CH2:14][CH2:15][O:16][CH2:17][CH2:18]2)=[CH:9][C:5]=1[C:6]([OH:8])=[O:7]. (4) Given the reactants Cl[CH:2]([C:16]1[CH:21]=[CH:20][CH:19]=[CH:18][CH:17]=1)[C:3]([NH:5][C:6]1[CH:7]=[C:8]2[C:13](=[CH:14][CH:15]=1)[CH:12]=[N:11][CH:10]=[CH:9]2)=[O:4].[NH:22]1[CH2:27][CH2:26][O:25][CH2:24][CH2:23]1, predict the reaction product. The product is: [NH3:5].[CH:12]1[C:13]2[C:8](=[CH:7][C:6]([NH:5][C:3](=[O:4])[CH:2]([N:22]3[CH2:27][CH2:26][O:25][CH2:24][CH2:23]3)[C:16]3[CH:21]=[CH:20][CH:19]=[CH:18][CH:17]=3)=[CH:15][CH:14]=2)[CH:9]=[CH:10][N:11]=1. (5) Given the reactants [CH3:1][C:2]1[O:6][C:5]([C:7]2[CH:8]=[N:9][CH:10]=[CH:11][CH:12]=2)=[N:4][C:3]=1[CH2:13][C:14]([OH:16])=[O:15].[Cl:17][C:18]1[CH:19]=[C:20]([CH:30]=[CH:31][C:32]=1[Cl:33])[CH2:21][N:22]1[CH2:27][CH2:26][O:25][C@@H:24]([CH2:28][NH2:29])[CH2:23]1, predict the reaction product. The product is: [CH:14]([OH:16])=[O:15].[Cl:17][C:18]1[CH:19]=[C:20]([CH:30]=[CH:31][C:32]=1[Cl:33])[CH2:21][N:22]1[CH2:27][CH2:26][O:25][C@@H:24]([CH2:28][NH:29][C:14](=[O:16])[CH2:13][C:3]2[N:4]=[C:5]([C:7]3[CH:8]=[N:9][CH:10]=[CH:11][CH:12]=3)[O:6][C:2]=2[CH3:1])[CH2:23]1. (6) Given the reactants [NH2:1][C:2]1[C:10]([OH:11])=[C:9]([CH3:12])[C:8]([Br:13])=[CH:7][C:3]=1[C:4](O)=[O:5].[CH:14]([NH2:16])=O, predict the reaction product. The product is: [Br:13][C:8]1[CH:7]=[C:3]2[C:2](=[C:10]([OH:11])[C:9]=1[CH3:12])[N:1]=[CH:14][NH:16][C:4]2=[O:5].